This data is from Full USPTO retrosynthesis dataset with 1.9M reactions from patents (1976-2016). The task is: Predict the reactants needed to synthesize the given product. (1) Given the product [O:3]1[C:4]2[C:5](=[CH:6][CH:7]=[CH:8][CH:9]=2)[C:19](=[O:21])[CH:13]=[C:14]1[C:15]([OH:17])=[O:16], predict the reactants needed to synthesize it. The reactants are: FC(F)(F)[O:3][C:4]1[CH:9]=[CH:8][C:7](O)=[CH:6][CH:5]=1.[C:13]([C:19]([O:21]C)=O)#[C:14][C:15]([O:17]C)=[O:16]. (2) Given the product [CH2:14]([O:16][C:17](=[O:29])[CH2:18][CH2:19][C:20]1[CH:25]=[C:24]([F:26])[C:23]([O:27][CH2:2][C:3]2[C:4]([S:9][CH2:10][CH:11]3[CH2:13][CH2:12]3)=[N:5][CH:6]=[CH:7][CH:8]=2)=[C:22]([F:28])[CH:21]=1)[CH3:15], predict the reactants needed to synthesize it. The reactants are: Cl[CH2:2][C:3]1[C:4]([S:9][CH2:10][CH:11]2[CH2:13][CH2:12]2)=[N:5][CH:6]=[CH:7][CH:8]=1.[CH2:14]([O:16][C:17](=[O:29])[CH2:18][CH2:19][C:20]1[CH:25]=[C:24]([F:26])[C:23]([OH:27])=[C:22]([F:28])[CH:21]=1)[CH3:15]. (3) Given the product [ClH:1].[Cl:1][C:2]1[CH:7]=[CH:6][CH:5]=[CH:4][C:3]=1[CH:8]([N:18]1[CH2:23][CH2:22][C:21]2[S:24][CH:25]=[CH:26][C:20]=2[CH2:19]1)[CH2:9][CH2:10][CH2:11][C:12]([CH3:16])([CH3:17])[C:13]([OH:15])=[O:14], predict the reactants needed to synthesize it. The reactants are: [Cl:1][C:2]1[CH:7]=[CH:6][CH:5]=[CH:4][C:3]=1[CH:8]([N:18]1[CH2:23][CH2:22][C:21]2[S:24][CH:25]=[CH:26][C:20]=2[CH2:19]1)[CH2:9][CH2:10][CH2:11][C:12]([CH3:17])([CH3:16])[C:13]([OH:15])=[O:14]. (4) Given the product [CH2:11]([N:4]([CH2:1][C:2]1[CH:8]=[CH:7][CH:6]=[CH:5][CH:3]=1)[C:3]1[CH:5]=[C:6]([CH3:10])[C:7]([I:9])=[CH:8][C:2]=1[CH3:1])[C:12]1[CH:17]=[CH:16][CH:15]=[CH:14][CH:13]=1, predict the reactants needed to synthesize it. The reactants are: [CH3:1][C:2]1[CH:8]=[C:7]([I:9])[C:6]([CH3:10])=[CH:5][C:3]=1[NH2:4].[CH2:11](Br)[C:12]1[CH:17]=[CH:16][CH:15]=[CH:14][CH:13]=1.C(=O)([O-])[O-].[K+].[K+]. (5) Given the product [Br:1][C:2]1[CH:3]=[C:4]([C:11]([N:13]2[CH2:18][CH2:17][O:16][C:15]3[N:19]=[CH:20][C:21]([C:23]4[CH:24]=[N:25][CH:26]=[CH:27][CH:28]=4)=[CH:22][C:14]2=3)=[O:12])[CH:5]=[C:6]([Br:10])[C:7]=1[OH:8], predict the reactants needed to synthesize it. The reactants are: [Br:1][C:2]1[CH:3]=[C:4]([C:11]([N:13]2[CH2:18][CH2:17][O:16][C:15]3[N:19]=[CH:20][C:21]([C:23]4[CH:24]=[N:25][CH:26]=[CH:27][CH:28]=4)=[CH:22][C:14]2=3)=[O:12])[CH:5]=[C:6]([Br:10])[C:7]=1[O:8]C.B(Br)(Br)Br. (6) Given the product [F:1][C:2]1[CH:7]=[CH:6][C:5]([O:8][C:10]2[C:19]3[C:14](=[CH:15][C:16]([O:22][CH3:23])=[CH:17][C:18]=3[O:20][CH3:21])[CH:13]=[C:12]([NH:24][C:25]3[CH:29]=[C:28]([CH3:30])[NH:27][N:26]=3)[N:11]=2)=[CH:4][CH:3]=1, predict the reactants needed to synthesize it. The reactants are: [F:1][C:2]1[CH:7]=[CH:6][C:5]([OH:8])=[CH:4][CH:3]=1.Cl[C:10]1[C:19]2[C:14](=[CH:15][C:16]([O:22][CH3:23])=[CH:17][C:18]=2[O:20][CH3:21])[CH:13]=[C:12]([NH:24][C:25]2[CH:29]=[C:28]([CH3:30])[NH:27][N:26]=2)[N:11]=1.